From a dataset of Catalyst prediction with 721,799 reactions and 888 catalyst types from USPTO. Predict which catalyst facilitates the given reaction. (1) Reactant: [C:1]([O:5][C@@H:6]([C:11]1[C:40]([CH3:41])=[N:39][C:38]2=[CH:42][C:35]3=[N:36][N:37]2[C:12]=1[N:13]1[CH2:50][CH2:49][C:16]([CH3:51])([O:17][CH2:18][CH:19]=[CH:20][CH2:21][C@H:22]([CH3:48])[O:23][C:24]2[CH:25]=[CH:26][C:27]([C:44]([F:47])([F:46])[F:45])=[CH:28][C:29]=2[C:30]2[CH:43]=[C:34]3[CH:33]=[CH:32][CH:31]=2)[CH2:15][CH2:14]1)[C:7]([O:9][CH3:10])=[O:8])([CH3:4])([CH3:3])[CH3:2]. Product: [C:1]([O:5][C@@H:6]([C:11]1[C:40]([CH3:41])=[N:39][C:38]2=[CH:42][C:35]3=[N:36][N:37]2[C:12]=1[N:13]1[CH2:14][CH2:15][C:16]([CH3:51])([O:17][CH2:18][CH2:19][CH2:20][CH2:21][C@H:22]([CH3:48])[O:23][C:24]2[CH:25]=[CH:26][C:27]([C:44]([F:46])([F:45])[F:47])=[CH:28][C:29]=2[C:30]2[CH:43]=[C:34]3[CH:33]=[CH:32][CH:31]=2)[CH2:49][CH2:50]1)[C:7]([O:9][CH3:10])=[O:8])([CH3:4])([CH3:2])[CH3:3]. The catalyst class is: 19. (2) Reactant: [CH:1]1([CH2:7][N:8]2[C:16]3[C:11](=[CH:12][CH:13]=[CH:14][C:15]=3[O:17][CH3:18])[C:10]([C:19](=[S:21])[NH2:20])=[CH:9]2)[CH2:6][CH2:5][CH2:4][CH2:3][CH2:2]1.Cl[CH:23]([C:29](=O)[CH3:30])[C:24]([O:26][CH2:27][CH3:28])=[O:25]. Product: [CH:1]1([CH2:7][N:8]2[C:16]3[C:11](=[CH:12][CH:13]=[CH:14][C:15]=3[O:17][CH3:18])[C:10]([C:19]3[S:21][C:23]([C:24]([O:26][CH2:27][CH3:28])=[O:25])=[C:29]([CH3:30])[N:20]=3)=[CH:9]2)[CH2:2][CH2:3][CH2:4][CH2:5][CH2:6]1. The catalyst class is: 14. (3) Reactant: Br[C:2]1[S:3][C:4]([Cl:7])=[CH:5][CH:6]=1.[Mg].[CH2:9]([O:11][C:12]([N:14]1[CH2:19][CH2:18][C:17](=[O:20])[CH2:16][CH2:15]1)=[O:13])[CH3:10].[Cl-].[NH4+]. Product: [Cl:7][C:4]1[S:3][C:2]([C:17]2([OH:20])[CH2:16][CH2:15][N:14]([C:12]([O:11][CH2:9][CH3:10])=[O:13])[CH2:19][CH2:18]2)=[CH:6][CH:5]=1. The catalyst class is: 1. (4) Reactant: [Si:1]([O:8][C@H:9]([CH3:12])[CH2:10][OH:11])([C:4]([CH3:7])([CH3:6])[CH3:5])([CH3:3])[CH3:2].C1(P(C2C=CC=CC=2)C2C=CC=CC=2)C=CC=CC=1.O[N:33]1[C:37](=[O:38])[C:36]2=[CH:39][CH:40]=[CH:41][CH:42]=[C:35]2[C:34]1=[O:43].CC(OC(/N=N/C(OC(C)C)=O)=O)C. The catalyst class is: 1. Product: [Si:1]([O:8][C@H:9]([CH3:12])[CH2:10][O:11][N:33]1[C:37](=[O:38])[C:36]2[C:35](=[CH:42][CH:41]=[CH:40][CH:39]=2)[C:34]1=[O:43])([C:4]([CH3:7])([CH3:6])[CH3:5])([CH3:3])[CH3:2]. (5) Reactant: [N:1]1[CH:6]=[CH:5][C:4]([C:7]2[C:15]3[C:10](=[CH:11][CH:12]=[C:13]([C:16]([OH:18])=O)[CH:14]=3)[N:9]([C:19]([C:32]3[CH:37]=[CH:36][CH:35]=[CH:34][CH:33]=3)([C:26]3[CH:31]=[CH:30][CH:29]=[CH:28][CH:27]=3)[C:20]3[CH:25]=[CH:24][CH:23]=[CH:22][CH:21]=3)[N:8]=2)=[CH:3][CH:2]=1.[C:38]1([N:44]2[CH2:49][CH2:48][CH2:47][C@@H:46]([NH2:50])[CH2:45]2)[CH:43]=[CH:42][CH:41]=[CH:40][CH:39]=1.C(Cl)CCl.C1C=CC2N(O)N=NC=2C=1.CCN(C(C)C)C(C)C. Product: [C:38]1([N:44]2[CH2:49][CH2:48][CH2:47][C@@H:46]([NH:50][C:16]([C:13]3[CH:14]=[C:15]4[C:10](=[CH:11][CH:12]=3)[N:9]([C:19]([C:20]3[CH:25]=[CH:24][CH:23]=[CH:22][CH:21]=3)([C:32]3[CH:33]=[CH:34][CH:35]=[CH:36][CH:37]=3)[C:26]3[CH:27]=[CH:28][CH:29]=[CH:30][CH:31]=3)[N:8]=[C:7]4[C:4]3[CH:5]=[CH:6][N:1]=[CH:2][CH:3]=3)=[O:18])[CH2:45]2)[CH:43]=[CH:42][CH:41]=[CH:40][CH:39]=1. The catalyst class is: 3. (6) Reactant: [F:1][C:2]1[CH:18]=[CH:17][C:5]([C:6]2[C:15](=[O:16])[C:14]3[C:9](=[CH:10][CH:11]=[CH:12][CH:13]=3)[O:8][CH:7]=2)=[CH:4][CH:3]=1.C([O-])=O.[NH4+]. Product: [F:1][C:2]1[CH:3]=[CH:4][C:5]([CH:6]2[C:15](=[O:16])[C:14]3[C:9](=[CH:10][CH:11]=[CH:12][CH:13]=3)[O:8][CH2:7]2)=[CH:17][CH:18]=1. The catalyst class is: 43.